This data is from Catalyst prediction with 721,799 reactions and 888 catalyst types from USPTO. The task is: Predict which catalyst facilitates the given reaction. (1) Reactant: [Br:1][C:2]1[CH:10]=[C:9]2[C:5]([CH:6]=[N:7][NH:8]2)=[C:4]([N+:11]([O-:13])=[O:12])[CH:3]=1.[O:14]1[CH:19]=[CH:18][CH2:17][CH2:16][CH2:15]1.C1(C)C=CC(S([O-])(=O)=O)=CC=1.[NH+]1C=CC=CC=1.C(=O)(O)[O-].[Na+]. Product: [Br:1][C:2]1[CH:3]=[C:4]([N+:11]([O-:13])=[O:12])[C:5]2[C:9]([CH:10]=1)=[N:8][N:7]([CH:15]1[CH2:16][CH2:17][CH2:18][CH2:19][O:14]1)[CH:6]=2. The catalyst class is: 4. (2) The catalyst class is: 233. Product: [CH3:1][C:2]1[C:3]([CH:34]=[CH2:35])=[C:4]([CH:9]=[C:10]([CH2:13][C:14]2[CH:19]=[CH:18][C:17]([C:20]3[CH:24]=[CH:23][N:22]([CH3:25])[N:21]=3)=[CH:16][CH:15]=2)[C:11]=1[CH3:12])[C:5]([O:7][CH3:8])=[O:6]. Reactant: [CH3:1][C:2]1[C:3](OS(C(F)(F)F)(=O)=O)=[C:4]([CH:9]=[C:10]([CH2:13][C:14]2[CH:19]=[CH:18][C:17]([C:20]3[CH:24]=[CH:23][N:22]([CH3:25])[N:21]=3)=[CH:16][CH:15]=2)[C:11]=1[CH3:12])[C:5]([O:7][CH3:8])=[O:6].[CH2:34](C([Sn])=C(CCCC)CCCC)[CH2:35]CC.[Cl-].[Li+].[F-].[K+].